Dataset: Reaction yield outcomes from USPTO patents with 853,638 reactions. Task: Predict the reaction yield, written as a fraction of the theoretical maximum amount of product (1.0 means a 100% yield; for example, 0.34 means a 34% yield). (1) The reactants are Cl[C:2]([C:14]1[CH:19]=[CH:18][C:17]([NH:20][C:21](=[O:27])[O:22][C:23]([CH3:26])([CH3:25])[CH3:24])=[CH:16][CH:15]=1)([C:7]1[CH:12]=[CH:11][C:10]([Cl:13])=[CH:9][CH:8]=1)[C:3]([F:6])([F:5])[F:4].Cl.[Cl:29][C:30]1[CH:31]=[N:32][NH:33][CH:34]=1.C(=O)([O-])[O-].[K+].[K+].[I-].[K+]. The catalyst is C(#N)C. The product is [Cl:13][C:10]1[CH:11]=[CH:12][C:7]([C:2]([C:14]2[CH:19]=[CH:18][C:17]([NH:20][C:21](=[O:27])[O:22][C:23]([CH3:26])([CH3:25])[CH3:24])=[CH:16][CH:15]=2)([N:32]2[CH:31]=[C:30]([Cl:29])[CH:34]=[N:33]2)[C:3]([F:6])([F:5])[F:4])=[CH:8][CH:9]=1. The yield is 0.860. (2) The reactants are [CH2:1]([OH:77])[C@H:2]1[O:7][C@@H:6]2[O:8][C@H:9]3[C@H:14]([OH:15])[C@@H:13]([OH:16])[C@@H:12]([O:17][C@H:18]4[C@H:23]([OH:24])[C@@H:22]([OH:25])[C@@H:21]([O:26][C@H:27]5[C@H:32]([OH:33])[C@@H:31]([OH:34])[C@@H:30]([O:35][C@H:36]6[C@H:41]([OH:42])[C@@H:40]([OH:43])[C@@H:39]([O:44][C@H:45]7[C@H:50]([OH:51])[C@@H:49]([OH:52])[C@@H:48]([O:53][C@H:54]8[C@H:60]([OH:61])[C@@H:59]([OH:62])[C@@H:57]([O:58][C@H:3]1[C@H:4]([OH:76])[C@H:5]2[OH:75])[O:56][C@@H:55]8[CH2:63][OH:64])[O:47][C@@H:46]7[CH2:65][OH:66])[O:38][C@@H:37]6[CH2:67][OH:68])[O:29][C@@H:28]5[CH2:69][OH:70])[O:20][C@@H:19]4[CH2:71][OH:72])[O:11][C@@H:10]3[CH2:73][OH:74].C(ON1C(=O)CCC1=O)(=O)CCCCCCC(ON1C(=O)CCC1=O)=O.C(ON1C(=O)CCC1=O)(=O)CCCCCCC(ON1C(=O)CCC1=O)=O. No catalyst specified. The product is [CH2:67]([OH:68])[C@H:37]1[O:38][C@@H:39]2[O:44][C@H:45]3[C@H:50]([OH:51])[C@@H:49]([OH:52])[C@@H:48]([O:53][C@H:54]4[C@H:60]([OH:61])[C@@H:59]([OH:62])[C@@H:57]([O:58][C@H:3]5[C@H:4]([OH:76])[C@@H:5]([OH:75])[C@@H:6]([O:8][C@H:9]6[C@H:14]([OH:15])[C@@H:13]([OH:16])[C@@H:12]([O:17][C@H:18]7[C@H:23]([OH:24])[C@@H:22]([OH:25])[C@@H:21]([O:26][C@H:27]8[C@H:32]([OH:33])[C@@H:31]([OH:34])[C@@H:30]([O:35][C@H:36]1[C@H:41]([OH:42])[C@H:40]2[OH:43])[O:29][C@@H:28]8[CH2:69][OH:70])[O:20][C@@H:19]7[CH2:71][OH:72])[O:11][C@@H:10]6[CH2:73][OH:74])[O:7][C@@H:2]5[CH2:1][OH:77])[O:56][C@@H:55]4[CH2:63][OH:64])[O:47][C@@H:46]3[CH2:65][OH:66]. The yield is 0.670.